This data is from Full USPTO retrosynthesis dataset with 1.9M reactions from patents (1976-2016). The task is: Predict the reactants needed to synthesize the given product. (1) Given the product [Cl:1][C:2]1[CH:7]=[C:6]([C:8]2[CH:13]=[CH:12][CH:11]=[CH:10][CH:9]=2)[N:5]=[C:4]([NH2:14])[CH:3]=1, predict the reactants needed to synthesize it. The reactants are: [Cl:1][C:2]1[CH:7]=[C:6]([C:8]2[CH:13]=[CH:12][CH:11]=[CH:10][CH:9]=2)[N:5]=[C:4]([NH:14]C(=O)OC(C)(C)C)[CH:3]=1.FC(F)(F)C(O)=O. (2) Given the product [O:16]([CH:23]([CH3:27])[C:24]([N:13]1[CH2:14][CH2:15][C:10]2[NH:9][N:8]=[C:7]([C:1]3[CH:2]=[CH:3][CH:4]=[CH:5][CH:6]=3)[C:11]=2[CH2:12]1)=[O:25])[C:17]1[CH:22]=[CH:21][CH:20]=[CH:19][CH:18]=1, predict the reactants needed to synthesize it. The reactants are: [C:1]1([C:7]2[C:11]3[CH2:12][NH:13][CH2:14][CH2:15][C:10]=3[NH:9][N:8]=2)[CH:6]=[CH:5][CH:4]=[CH:3][CH:2]=1.[O:16]([CH:23]([CH3:27])[C:24](O)=[O:25])[C:17]1[CH:22]=[CH:21][CH:20]=[CH:19][CH:18]=1.CN(C(ON1N=NC2C=CC=NC1=2)=[N+](C)C)C.F[P-](F)(F)(F)(F)F.CCN(C(C)C)C(C)C.